This data is from Forward reaction prediction with 1.9M reactions from USPTO patents (1976-2016). The task is: Predict the product of the given reaction. (1) Given the reactants [H-].[Na+].[F:3][C:4]1([F:10])[CH2:7][CH:6]([CH:8]=O)[CH2:5]1.[CH2:11]([O:13][CH2:14][CH3:15])[CH3:12].[O:16]1CCCC1, predict the reaction product. The product is: [F:3][C:4]1([F:10])[CH2:7][CH:6]([CH:8]=[CH:12][C:11]([O:13][CH2:14][CH3:15])=[O:16])[CH2:5]1. (2) Given the reactants [CH3:1][C:2]1[N:20]([CH2:21][C:22]2[CH:27]=[CH:26][CH:25]=[C:24]([C:28]([F:31])([F:30])[F:29])[C:23]=2[CH3:32])[C:5]2=[N:6][C:7]([N:14]3[CH2:19][CH2:18][O:17][CH2:16][CH2:15]3)=[CH:8][C:9]([C:10]([O:12]C)=[O:11])=[C:4]2[N:3]=1, predict the reaction product. The product is: [CH3:1][C:2]1[N:20]([CH2:21][C:22]2[CH:27]=[CH:26][CH:25]=[C:24]([C:28]([F:31])([F:29])[F:30])[C:23]=2[CH3:32])[C:5]2=[N:6][C:7]([N:14]3[CH2:15][CH2:16][O:17][CH2:18][CH2:19]3)=[CH:8][C:9]([C:10]([OH:12])=[O:11])=[C:4]2[N:3]=1. (3) Given the reactants [Cl:1][C:2]1[CH:7]=[CH:6][C:5]([NH:8][C:9]([C:11]2[O:12][CH:13]=[CH:14][CH:15]=2)=[O:10])=[CH:4][C:3]=1[C:16]1[O:17][C:18]2[C:19]([N:26]=1)=[N:20][CH:21]=[C:22]([CH:24]=[CH2:25])[CH:23]=2, predict the reaction product. The product is: [Cl:1][C:2]1[CH:7]=[CH:6][C:5]([NH:8][C:9]([C:11]2[O:12][CH:13]=[CH:14][CH:15]=2)=[O:10])=[CH:4][C:3]=1[C:16]1[O:17][C:18]2[C:19]([N:26]=1)=[N:20][CH:21]=[C:22]([CH2:24][CH3:25])[CH:23]=2. (4) Given the reactants [CH:1]1([C:7]2[O:8][C:9]([C:24]3[CH:29]=[CH:28][C:27]([C:30]([F:33])([F:32])[F:31])=[CH:26][CH:25]=3)=[CH:10][C:11]=2[CH:12]([O:14][C:15]2[CH:23]=[CH:22][C:18]([C:19](O)=[O:20])=[CH:17][CH:16]=2)[CH3:13])[CH2:6][CH2:5][CH2:4][CH2:3][CH2:2]1.[CH3:34][NH:35][CH2:36][CH2:37][C:38]([O:40]CC)=[O:39], predict the reaction product. The product is: [CH:1]1([C:7]2[O:8][C:9]([C:24]3[CH:29]=[CH:28][C:27]([C:30]([F:33])([F:31])[F:32])=[CH:26][CH:25]=3)=[CH:10][C:11]=2[CH:12]([O:14][C:15]2[CH:23]=[CH:22][C:18]([C:19]([N:35]([CH3:34])[CH2:36][CH2:37][C:38]([OH:40])=[O:39])=[O:20])=[CH:17][CH:16]=2)[CH3:13])[CH2:6][CH2:5][CH2:4][CH2:3][CH2:2]1. (5) Given the reactants [Cl:1][C:2]1[CH:7]=[CH:6][N:5]=[C:4]([N:8]2[CH2:20][CH2:19][N:11]3[C:12]4[CH2:13][CH2:14][CH2:15][CH2:16][C:17]=4[CH:18]=[C:10]3[C:9]2=[O:21])[C:3]=1[CH2:22][OH:23].C(N(CC)CC)C.[C:31](Cl)(=[O:33])[CH3:32], predict the reaction product. The product is: [C:31]([O:23][CH2:22][C:3]1[C:4]([N:8]2[CH2:20][CH2:19][N:11]3[C:12]4[CH2:13][CH2:14][CH2:15][CH2:16][C:17]=4[CH:18]=[C:10]3[C:9]2=[O:21])=[N:5][CH:6]=[CH:7][C:2]=1[Cl:1])(=[O:33])[CH3:32]. (6) Given the reactants [NH2:1][C@@H:2]([CH2:13][NH2:14])[CH2:3][CH2:4][CH2:5][C:6]1[CH:11]=[CH:10][C:9]([OH:12])=[CH:8][CH:7]=1.[NH2:15][C:16]1[C:17]([C:24]([NH:26][C:27](=N)SC)=[O:25])=[N:18][C:19]([Cl:23])=[C:20]([NH2:22])[N:21]=1, predict the reaction product. The product is: [OH:12][C:9]1[CH:8]=[CH:7][C:6]([CH2:5][CH2:4][CH2:3][C@@H:2]2[CH2:13][NH:14]/[C:27](=[N:26]\[C:24]([C:17]3[C:16]([NH2:15])=[N:21][C:20]([NH2:22])=[C:19]([Cl:23])[N:18]=3)=[O:25])/[NH:1]2)=[CH:11][CH:10]=1. (7) The product is: [CH2:25]([O:32][C:33]1[CH:34]=[CH:35][C:36]([C:39]2[NH:45][C:14]([CH:13]([C:10]3[CH:9]=[CH:8][C:7]([S:4]([CH:1]4[CH2:3][CH2:2]4)(=[O:6])=[O:5])=[CH:12][CH:11]=3)[CH2:18][CH:19]3[CH2:20][CH2:21][O:22][CH2:23][CH2:24]3)=[CH:15][CH:16]=2)=[N:37][CH:38]=1)[C:26]1[CH:31]=[CH:30][CH:29]=[CH:28][CH:27]=1. Given the reactants [CH:1]1([S:4]([C:7]2[CH:12]=[CH:11][C:10]([CH:13]([CH2:18][CH:19]3[CH2:24][CH2:23][O:22][CH2:21][CH2:20]3)[C:14](=O)[CH:15]=[CH2:16])=[CH:9][CH:8]=2)(=[O:6])=[O:5])[CH2:3][CH2:2]1.[CH2:25]([O:32][C:33]1[CH:34]=[CH:35][C:36]([CH:39]=O)=[N:37][CH:38]=1)[C:26]1[CH:31]=[CH:30][CH:29]=[CH:28][CH:27]=1.C([O-])(=O)C.[NH4+:45].C(=O)([O-])O.[Na+], predict the reaction product.